From a dataset of Full USPTO retrosynthesis dataset with 1.9M reactions from patents (1976-2016). Predict the reactants needed to synthesize the given product. (1) Given the product [Cl:12][C:13]1[CH:14]=[CH:15][C:16]([CH2:17][N:18]([CH2:27][CH2:28][NH:29][C:30](=[O:36])[O:31][C:32]([CH3:33])([CH3:34])[CH3:35])[C:19]([N:21]2[CH2:22][CH2:23][N:24]([C:2]3[C:3]4[C@H:10]([CH3:11])[CH2:9][CH2:8][C:4]=4[N:5]=[CH:6][N:7]=3)[CH2:25][CH2:26]2)=[O:20])=[CH:37][CH:38]=1, predict the reactants needed to synthesize it. The reactants are: Cl[C:2]1[C:3]2[C@H:10]([CH3:11])[CH2:9][CH2:8][C:4]=2[N:5]=[CH:6][N:7]=1.[Cl:12][C:13]1[CH:38]=[CH:37][C:16]([CH2:17][N:18]([CH2:27][CH2:28][NH:29][C:30](=[O:36])[O:31][C:32]([CH3:35])([CH3:34])[CH3:33])[C:19]([N:21]2[CH2:26][CH2:25][NH:24][CH2:23][CH2:22]2)=[O:20])=[CH:15][CH:14]=1.CCN(C(C)C)C(C)C. (2) Given the product [Br:1][C:2]1[CH:3]=[CH:4][C:5]([C:8]2[CH:16]=[CH:15][CH:14]=[C:13]3[C:9]=2[CH2:10][C:11](=[O:40])[NH:12]3)=[CH:6][CH:7]=1, predict the reactants needed to synthesize it. The reactants are: [Br:1][C:2]1[CH:7]=[CH:6][C:5]([C:8]2[CH:16]=[CH:15][CH:14]=[C:13]3[C:9]=2[CH:10]=[CH:11][NH:12]3)=[CH:4][CH:3]=1.[Br-].[Br-].[Br-].[NH+]1C=CC=CC=1.[NH+]1C=CC=CC=1.[NH+]1C=CC=CC=1.C(O)(=[O:40])C. (3) Given the product [Si:1]([O:8][CH2:9][C:10]([NH:13][C:14]([C:16]1[C:20]2=[N:21][C:22]([C:25]3[C:33]4[C:28](=[CH:29][C:30]([F:34])=[CH:31][CH:32]=4)[N:27]([CH2:35][CH2:36][CH:37]([OH:39])[CH3:38])[N:26]=3)=[CH:23][N:24]=[C:19]2[N:18]([C:40]([C:53]2[CH:54]=[CH:55][CH:56]=[CH:57][CH:58]=2)([C:41]2[CH:42]=[CH:43][CH:44]=[CH:45][CH:46]=2)[C:47]2[CH:48]=[CH:49][CH:50]=[CH:51][CH:52]=2)[CH:17]=1)=[O:15])([CH3:11])[CH3:12])([C:4]([CH3:7])([CH3:5])[CH3:6])([CH3:3])[CH3:2], predict the reactants needed to synthesize it. The reactants are: [Si:1]([O:8][CH2:9][C:10]([NH:13][C:14]([C:16]1[C:20]2=[N:21][C:22]([C:25]3[C:33]4[C:28](=[CH:29][C:30]([F:34])=[CH:31][CH:32]=4)[N:27]([CH2:35][CH2:36][C:37](=[O:39])[CH3:38])[N:26]=3)=[CH:23][N:24]=[C:19]2[N:18]([C:40]([C:53]2[CH:58]=[CH:57][CH:56]=[CH:55][CH:54]=2)([C:47]2[CH:52]=[CH:51][CH:50]=[CH:49][CH:48]=2)[C:41]2[CH:46]=[CH:45][CH:44]=[CH:43][CH:42]=2)[CH:17]=1)=[O:15])([CH3:12])[CH3:11])([C:4]([CH3:7])([CH3:6])[CH3:5])([CH3:3])[CH3:2].[BH4-].[Na+].[NH4+].[Cl-]. (4) Given the product [CH2:1]([O:3][C:4]([C:6]1[N:7]([CH2:18][C:19]2[CH:24]=[CH:23][CH:22]=[CH:21][CH:20]=2)[C:8]2[C:13]([CH:14]=1)=[CH:12][C:11]([Br:15])=[CH:10][CH:9]=2)=[O:5])[CH3:2], predict the reactants needed to synthesize it. The reactants are: [CH2:1]([O:3][C:4]([C:6]1[NH:7][C:8]2[C:13]([CH:14]=1)=[CH:12][C:11]([Br:15])=[CH:10][CH:9]=2)=[O:5])[CH3:2].[H-].[Na+].[CH2:18](Br)[C:19]1[CH:24]=[CH:23][CH:22]=[CH:21][CH:20]=1.[NH4+].[Cl-]. (5) Given the product [Cl:1][C:2]1[N:7]=[C:6]([N:11]2[CH:12]=[CH:13][CH:14]=[C:10]2[CH3:9])[CH:5]=[CH:4][N:3]=1, predict the reactants needed to synthesize it. The reactants are: [Cl:1][C:2]1[N:7]=[C:6](Cl)[CH:5]=[CH:4][N:3]=1.[CH3:9][C:10]1[NH:11][CH:12]=[CH:13][CH:14]=1.[H-].[Na+].C(OCC)(=O)C. (6) Given the product [Br:1][C:2]1[C:10]([F:11])=[CH:9][C:8]([C:12]([O:14][CH2:22][CH3:23])=[O:13])=[C:7]2[C:3]=1[C:4]([CH3:16])=[C:5]([CH3:15])[NH:6]2, predict the reactants needed to synthesize it. The reactants are: [Br:1][C:2]1[C:10]([F:11])=[CH:9][C:8]([C:12]([OH:14])=[O:13])=[C:7]2[C:3]=1[C:4]([CH3:16])=[C:5]([CH3:15])[NH:6]2.OS(O)(=O)=O.[CH2:22](O)[CH3:23].